Predict the reaction yield, written as a fraction of the theoretical maximum amount of product (1.0 means a 100% yield; for example, 0.34 means a 34% yield). From a dataset of Reaction yield outcomes from USPTO patents with 853,638 reactions. (1) The reactants are [CH3:1][S:2][C:3]1[CH:8]=[CH:7][C:6]([CH2:9][C:10]([OH:12])=[O:11])=[CH:5][CH:4]=1.S(=O)(=O)(O)O.[CH3:18]O. No catalyst specified. The product is [CH3:18][O:11][C:10](=[O:12])[CH2:9][C:6]1[CH:5]=[CH:4][C:3]([S:2][CH3:1])=[CH:8][CH:7]=1. The yield is 0.920. (2) The reactants are [Cl-].[C:2]([NH:5][C:6]1[S:7][CH:8]=[C:9]([CH2:11][P+](C2C=CC=CC=2)(C2C=CC=CC=2)C2C=CC=CC=2)[N:10]=1)(=[O:4])[CH3:3].CC(C)([O-])C.[K+].[CH:37]([C:39]1[CH:40]=[C:41](/[CH:44]=[CH:45]/[C:46]([O:48][CH3:49])=[O:47])[S:42][CH:43]=1)=O.Cl.[Cl-].[Na+]. The catalyst is CN(C)C=O. The product is [C:2]([NH:5][C:6]1[S:7][CH:8]=[C:9]([CH:11]=[CH:37][C:39]2[CH:40]=[C:41](/[CH:44]=[CH:45]/[C:46]([O:48][CH3:49])=[O:47])[S:42][CH:43]=2)[N:10]=1)(=[O:4])[CH3:3]. The yield is 0.824. (3) The reactants are [CH2:1]([O:8][C:9]1[CH:10]=[CH:11][C:12]([C:20]([F:23])([F:22])[F:21])=[C:13]2[C:17]=1[NH:16][CH2:15][C:14]2([CH3:19])[CH3:18])[C:2]1[CH:7]=[CH:6][CH:5]=[CH:4][CH:3]=1.Br[C:25]1[CH:30]=[CH:29][CH:28]=[CH:27][C:26]=1[N+:31]([O-:33])=[O:32].C1C=CC(P(C2C(C3C(P(C4C=CC=CC=4)C4C=CC=CC=4)=CC=C4C=3C=CC=C4)=C3C(C=CC=C3)=CC=2)C2C=CC=CC=2)=CC=1.C([O-])([O-])=O.[Cs+].[Cs+]. The catalyst is C1(C)C=CC=CC=1.C1C=CC(/C=C/C(/C=C/C2C=CC=CC=2)=O)=CC=1.C1C=CC(/C=C/C(/C=C/C2C=CC=CC=2)=O)=CC=1.C1C=CC(/C=C/C(/C=C/C2C=CC=CC=2)=O)=CC=1.[Pd].[Pd]. The product is [CH2:1]([O:8][C:9]1[CH:10]=[CH:11][C:12]([C:20]([F:23])([F:22])[F:21])=[C:13]2[C:17]=1[N:16]([C:25]1[CH:30]=[CH:29][CH:28]=[CH:27][C:26]=1[N+:31]([O-:33])=[O:32])[CH2:15][C:14]2([CH3:19])[CH3:18])[C:2]1[CH:3]=[CH:4][CH:5]=[CH:6][CH:7]=1. The yield is 0.760. (4) The reactants are [OH:1][C:2]1[CH:19]=[CH:18][CH:17]=[C:16]2[C:3]=1[O:4][C:5](=[O:23])[C:6]1[C:15]2=[CH:14][CH:13]=[C:12]2[C:7]=1[C:8]([CH3:22])=[CH:9][C:10]([CH3:21])([CH3:20])[NH:11]2.CI.[C:26](=O)([O-])[O-].[K+].[K+]. The catalyst is CN(C)C=O.C(OCC)(=O)C. The product is [CH3:26][O:1][C:2]1[CH:19]=[CH:18][CH:17]=[C:16]2[C:3]=1[O:4][C:5](=[O:23])[C:6]1[C:15]2=[CH:14][CH:13]=[C:12]2[C:7]=1[C:8]([CH3:22])=[CH:9][C:10]([CH3:20])([CH3:21])[NH:11]2. The yield is 0.850.